This data is from Reaction yield outcomes from USPTO patents with 853,638 reactions. The task is: Predict the reaction yield, written as a fraction of the theoretical maximum amount of product (1.0 means a 100% yield; for example, 0.34 means a 34% yield). (1) The reactants are [Cl:1][C:2]1[CH:3]=[C:4]([N:8]2[C:13](=[O:14])[C:12]([OH:15])=[C:11]([C:16]3[CH:21]=[CH:20][C:19]([S:22]([CH3:25])(=[O:24])=[O:23])=[CH:18][CH:17]=3)[CH:10]=[N:9]2)[CH:5]=[CH:6][CH:7]=1.[C:26]1([CH3:36])[CH:31]=[CH:30][C:29]([S:32](Cl)(=[O:34])=[O:33])=[CH:28][CH:27]=1.O. The catalyst is N1C=CC=CC=1. The product is [Cl:1][C:2]1[CH:3]=[C:4]([N:8]2[C:13](=[O:14])[C:12]([O:15][S:32]([C:29]3[CH:30]=[CH:31][C:26]([CH3:36])=[CH:27][CH:28]=3)(=[O:34])=[O:33])=[C:11]([C:16]3[CH:21]=[CH:20][C:19]([S:22]([CH3:25])(=[O:24])=[O:23])=[CH:18][CH:17]=3)[CH:10]=[N:9]2)[CH:5]=[CH:6][CH:7]=1. The yield is 0.790. (2) The reactants are [C:1]([C:5]1[CH:10]=[CH:9][C:8](N2C(C)=CC=C2C)=[C:7]([N+:18]([O-])=O)[CH:6]=1)([CH3:4])([CH3:3])[CH3:2].CCO[C:24]([CH3:26])=O. The catalyst is [Pd]. The product is [C:1]([C:5]1[CH:10]=[CH:9][C:8]([C:5]2[CH:6]=[C:7]([CH3:8])[NH:18][C:24]=2[CH3:26])=[C:7]([CH:6]=1)[NH2:18])([CH3:2])([CH3:3])[CH3:4]. The yield is 0.990. (3) The reactants are [C:1]1([N:7]2[C:11]([O:12][C:13]3[CH:18]=[CH:17][CH:16]=[CH:15][C:14]=3[NH2:19])=[CH:10][CH:9]=[N:8]2)[CH:6]=[CH:5][CH:4]=[CH:3][CH:2]=1.[F:20][C:21]([F:33])([F:32])[O:22][C:23]1[CH:28]=[CH:27][C:26]([N:29]=[C:30]=[O:31])=[CH:25][CH:24]=1.C(N(CC)CC)C. The catalyst is C1COCC1. The product is [C:1]1([N:7]2[C:11]([O:12][C:13]3[CH:18]=[CH:17][CH:16]=[CH:15][C:14]=3[NH:19][C:30]([NH:29][C:26]3[CH:27]=[CH:28][C:23]([O:22][C:21]([F:20])([F:32])[F:33])=[CH:24][CH:25]=3)=[O:31])=[CH:10][CH:9]=[N:8]2)[CH:2]=[CH:3][CH:4]=[CH:5][CH:6]=1. The yield is 0.300.